Predict the reactants needed to synthesize the given product. From a dataset of Full USPTO retrosynthesis dataset with 1.9M reactions from patents (1976-2016). (1) Given the product [F:22][C:14]1[C:13]([CH2:23][OH:24])=[C:12]2[C:17]([N:18]3[C@H:10]([CH2:11]2)[CH2:9][NH:8][CH2:20][C@H:19]3[CH3:21])=[N:16][CH:15]=1, predict the reactants needed to synthesize it. The reactants are: C(OC([N:8]1[CH2:20][C@@H:19]([CH3:21])[N:18]2[C@H:10]([CH2:11][C:12]3[C:17]2=[N:16][CH:15]=[C:14]([F:22])[C:13]=3[CH2:23][OH:24])[CH2:9]1)=O)(C)(C)C.Cl. (2) The reactants are: [CH3:1][C:2]1[NH:3][C:4]2[C:5](=[O:14])[CH2:6][CH2:7][CH2:8][C:9]=2[C:10]=1[C:11]([OH:13])=O.[N:15]1([CH2:20][CH2:21][NH2:22])[CH2:19][CH2:18][CH2:17][CH2:16]1. Given the product [CH3:1][C:2]1[NH:3][C:4]2[C:5](=[O:14])[CH2:6][CH2:7][CH2:8][C:9]=2[C:10]=1[C:11]([NH:22][CH2:21][CH2:20][N:15]1[CH2:19][CH2:18][CH2:17][CH2:16]1)=[O:13], predict the reactants needed to synthesize it. (3) Given the product [NH2:26][CH2:25][C:20]1[C:21]([O:23][CH3:24])=[CH:22][C:17]([N:9]([C:7]([O:6][C:2]([CH3:5])([CH3:4])[CH3:3])=[O:8])[C:10](=[O:16])[O:11][C:12]([CH3:13])([CH3:14])[CH3:15])=[N:18][C:19]=1[CH3:27], predict the reactants needed to synthesize it. The reactants are: N.[C:2]([O:6][C:7]([N:9]([C:17]1[CH:22]=[C:21]([O:23][CH3:24])[C:20]([C:25]#[N:26])=[C:19]([CH3:27])[N:18]=1)[C:10](=[O:16])[O:11][C:12]([CH3:15])([CH3:14])[CH3:13])=[O:8])([CH3:5])([CH3:4])[CH3:3]. (4) Given the product [C:25]([C:2]1[N:3]=[C:4]([O:12][C@H:13]2[CH2:17][CH2:16][N:15]([C:18]([O:20][C:21]([CH3:24])([CH3:23])[CH3:22])=[O:19])[CH2:14]2)[C:5]2[C:10]([CH:11]=1)=[CH:9][CH:8]=[CH:7][CH:6]=2)#[N:26], predict the reactants needed to synthesize it. The reactants are: Cl[C:2]1[N:3]=[C:4]([O:12][C@H:13]2[CH2:17][CH2:16][N:15]([C:18]([O:20][C:21]([CH3:24])([CH3:23])[CH3:22])=[O:19])[CH2:14]2)[C:5]2[C:10]([CH:11]=1)=[CH:9][CH:8]=[CH:7][CH:6]=2.[CH3:25][N:26](C=O)C. (5) Given the product [CH3:12][C:13]1[CH:14]=[CH:15][C:7]2[C:2](=[CH:3][C:4]([CH2:8][C:9]([O:11][CH3:19])=[O:10])=[CH:5][CH:6]=2)[N:1]=1, predict the reactants needed to synthesize it. The reactants are: [NH2:1][C:2]1[CH:3]=[C:4]([CH2:8][C:9]([OH:11])=[O:10])[CH:5]=[CH:6][CH:7]=1.[CH:12](=O)/[CH:13]=[CH:14]/[CH3:15].[OH-].[Na+].[C:19](=O)(O)[O-].[Na+]. (6) Given the product [CH3:1][O:2][C:3]([C:4]1[CH:5]=[C:6]2[C:7](=[CH:8][CH:9]=1)[NH:10][CH:16]([C:15]1[CH:18]=[CH:19][CH:20]=[CH:21][C:14]=1[CH2:12][CH3:13])[CH2:22][C:23]2([CH3:25])[CH3:24])=[O:11], predict the reactants needed to synthesize it. The reactants are: [CH3:1][O:2][C:3](=[O:11])[C:4]1[CH:9]=[CH:8][C:7]([NH2:10])=[CH:6][CH:5]=1.[CH2:12]([C:14]1[CH:21]=[CH:20][CH:19]=[CH:18][C:15]=1[CH:16]=O)[CH3:13].[CH2:22]=[C:23]([CH3:25])[CH3:24].FC(F)(F)S([O-])(=O)=O.[Yb+3].FC(F)(F)S([O-])(=O)=O.FC(F)(F)S([O-])(=O)=O.